From a dataset of Full USPTO retrosynthesis dataset with 1.9M reactions from patents (1976-2016). Predict the reactants needed to synthesize the given product. (1) Given the product [C:15]1([C:13]2[NH:14][C:4](=[O:12])[C:5]3[C:6](=[CH:7][CH:8]=[CH:9][CH:10]=3)[N:11]=2)[CH:20]=[CH:19][CH:18]=[CH:17][CH:16]=1, predict the reactants needed to synthesize it. The reactants are: C(O[C:4](=[O:12])[C:5]1[CH:10]=[CH:9][CH:8]=[CH:7][C:6]=1[NH2:11])C.[C:13]([C:15]1[CH:20]=[CH:19][CH:18]=[CH:17][CH:16]=1)#[N:14]. (2) Given the product [CH3:1][O:2][C:3]1[CH:4]=[CH:5][C:6]([CH2:7][N:8]2[CH:12]=[C:11]([C:13]3[CH:18]=[CH:17][CH:16]=[CH:15][CH:14]=3)[N:10]=[C:9]2[CH2:19][O:20][Si:32]([C:35]([CH3:38])([CH3:37])[CH3:36])([CH3:34])[CH3:33])=[CH:21][CH:22]=1, predict the reactants needed to synthesize it. The reactants are: [CH3:1][O:2][C:3]1[CH:22]=[CH:21][C:6]([CH2:7][N:8]2[CH:12]=[C:11]([C:13]3[CH:18]=[CH:17][CH:16]=[CH:15][CH:14]=3)[N:10]=[C:9]2[CH2:19][OH:20])=[CH:5][CH:4]=1.C(N(CC)C(C)C)(C)C.[Si:32](Cl)([C:35]([CH3:38])([CH3:37])[CH3:36])([CH3:34])[CH3:33]. (3) Given the product [CH:41]1([NH:42][C:25](=[O:27])/[CH:24]=[CH:23]/[C:22]2[CH:21]=[N:20][N:17]3[CH:18]=[CH:19][C:14]([N:10]4[CH2:11][CH2:12][CH2:13][CH:9]4[C:3]4[CH:4]=[C:5]([F:8])[CH:6]=[CH:7][C:2]=4[F:1])=[N:15][C:16]=23)[CH2:39][CH2:40]1, predict the reactants needed to synthesize it. The reactants are: [F:1][C:2]1[CH:7]=[CH:6][C:5]([F:8])=[CH:4][C:3]=1[CH:9]1[CH2:13][CH2:12][CH2:11][N:10]1[C:14]1[CH:19]=[CH:18][N:17]2[N:20]=[CH:21][C:22](/[CH:23]=[CH:24]/[C:25]([OH:27])=O)=[C:16]2[N:15]=1.CN(C(ON1N=NC2[CH:39]=[CH:40][CH:41]=[N:42]C1=2)=[N+](C)C)C.F[P-](F)(F)(F)(F)F.CCN(C(C)C)C(C)C.C1(N)CC1. (4) Given the product [CH2:1]([O:3][C:4](=[O:36])[CH2:5][CH2:6][CH2:7][CH2:8][CH2:9][O:10][CH2:11][CH2:12][O:13][CH2:14][CH2:15][O:16][CH2:17][CH2:18][O:19][CH2:20][CH2:21][O:22][CH2:23][CH2:24][O:25][CH2:26][CH2:27][OH:28])[CH3:2], predict the reactants needed to synthesize it. The reactants are: [CH2:1]([O:3][C:4](=[O:36])[CH2:5][CH2:6][CH2:7][CH2:8][CH2:9][O:10][CH2:11][CH2:12][O:13][CH2:14][CH2:15][O:16][CH2:17][CH2:18][O:19][CH2:20][CH2:21][O:22][CH2:23][CH2:24][O:25][CH2:26][CH2:27][O:28]CC1C=CC=CC=1)[CH3:2]. (5) The reactants are: [Si](OC1C(F)=C(C=C(CC)C=1)C=O)(C(C)(C)C)(C)C.[CH2:20]([O:22][C:23]1[C:24]([F:33])=[C:25]([CH:28]=[C:29]([CH2:31][CH3:32])[CH:30]=1)[CH:26]=[O:27])C. Given the product [CH2:31]([C:29]1[CH:30]=[C:23]([O:22][CH3:20])[C:24]([F:33])=[C:25]([CH:28]=1)[CH:26]=[O:27])[CH3:32], predict the reactants needed to synthesize it.